From a dataset of Reaction yield outcomes from USPTO patents with 853,638 reactions. Predict the reaction yield, written as a fraction of the theoretical maximum amount of product (1.0 means a 100% yield; for example, 0.34 means a 34% yield). (1) The reactants are [ClH:1].[CH2:2]([C:5]1[N:6]=[C:7]([NH2:10])[NH:8][CH:9]=1)[C:3]#[CH:4].[N:11]([CH2:14][C:15]1[O:16][CH:17]=[CH:18][CH:19]=1)=[N+:12]=[N-:13]. No catalyst specified. The product is [ClH:1].[O:16]1[CH:17]=[CH:18][CH:19]=[C:15]1[CH2:14][N:11]1[CH:4]=[C:3]([CH2:2][C:5]2[N:6]=[C:7]([NH2:10])[NH:8][CH:9]=2)[N:13]=[N:12]1. The yield is 0.460. (2) The reactants are Cl.[Cl:2][C:3]1[CH:4]=[C:5]2[C:9](=[CH:10][CH:11]=1)[NH:8][CH:7]=[C:6]2[CH2:12][CH2:13][NH2:14].[F:15][C:16]1[CH:17]=[C:18]([N:26]2[CH2:30][CH2:29][CH:28]([C:31](O)=[O:32])[C:27]2=[O:34])[CH:19]=[CH:20][C:21]=1[C:22]([F:25])([F:24])[F:23].CN(C(ON1N=NC2C=CC=NC1=2)=[N+](C)C)C.F[P-](F)(F)(F)(F)F.C(N(CC)C(C)C)(C)C. The catalyst is CN(C=O)C. The product is [Cl:2][C:3]1[CH:4]=[C:5]2[C:9](=[CH:10][CH:11]=1)[NH:8][CH:7]=[C:6]2[CH2:12][CH2:13][NH:14][C:31]([CH:28]1[CH2:29][CH2:30][N:26]([C:18]2[CH:19]=[CH:20][C:21]([C:22]([F:25])([F:23])[F:24])=[C:16]([F:15])[CH:17]=2)[C:27]1=[O:34])=[O:32]. The yield is 0.200. (3) The reactants are Br[C:2]1[CH:3]=[C:4]([O:10]C)[C:5]([O:8]C)=[N:6][CH:7]=1.[C:12]([C:16]1[CH:17]=[C:18](B(O)O)[CH:19]=[CH:20][CH:21]=1)([O:14]C)=[O:13].C([O-])([O-])=O.[K+].[K+]. The catalyst is O1CCOCC1.O.C1C=CC([P]([Pd]([P](C2C=CC=CC=2)(C2C=CC=CC=2)C2C=CC=CC=2)([P](C2C=CC=CC=2)(C2C=CC=CC=2)C2C=CC=CC=2)[P](C2C=CC=CC=2)(C2C=CC=CC=2)C2C=CC=CC=2)(C2C=CC=CC=2)C2C=CC=CC=2)=CC=1. The product is [OH:10][C:4]1[C:5](=[O:8])[NH:6][CH:7]=[C:2]([C:20]2[CH:21]=[C:16]([CH:17]=[CH:18][CH:19]=2)[C:12]([OH:14])=[O:13])[CH:3]=1. The yield is 0.790. (4) The reactants are C(OC(=O)NCC1C=CC2N(CCC(C)C)C(CN3C4C(=CC=CC=4)C(=O)N(C4CC4)C3=O)=NC=2C=1)(C)(C)C.[CH3:40][O:41][C:42]1[C:51]2[C:46](=[CH:47][CH:48]=[CH:49][CH:50]=2)[NH:45][C:44](=[O:52])[CH:43]=1.[C:53]([O:57][C:58]([NH:60][CH2:61][C:62]1[CH:83]=[CH:82][C:65]2[N:66]([CH2:71][CH2:72][CH2:73][CH2:74][O:75][C:76](=[O:81])[C:77]([CH3:80])([CH3:79])[CH3:78])[C:67]([CH2:69]Cl)=[N:68][C:64]=2[CH:63]=1)=[O:59])([CH3:56])([CH3:55])[CH3:54].Cl. No catalyst specified. The product is [C:53]([O:57][C:58]([NH:60][CH2:61][C:62]1[CH:83]=[CH:82][C:65]2[N:66]([CH2:71][CH2:72][CH2:73][CH2:74][O:75][C:76](=[O:81])[C:77]([CH3:80])([CH3:79])[CH3:78])[C:67]([CH2:69][N:45]3[C:46]4[C:51](=[CH:50][CH:49]=[CH:48][CH:47]=4)[C:42]([O:41][CH3:40])=[CH:43][C:44]3=[O:52])=[N:68][C:64]=2[CH:63]=1)=[O:59])([CH3:56])([CH3:54])[CH3:55]. The yield is 0.670. (5) The reactants are [NH:1]1[C:5]2=[N:6][CH:7]=[N:8][C:9]([NH2:10])=[C:4]2[CH:3]=[N:2]1.C1C(=O)N([I:18])C(=O)C1.C([O-])(O)=O.[Na+]. The catalyst is CN(C=O)C. The product is [I:18][C:3]1[C:4]2[C:5](=[N:6][CH:7]=[N:8][C:9]=2[NH2:10])[NH:1][N:2]=1. The yield is 0.690. (6) The reactants are [NH2:1][C:2]([C:4]1[CH:9]=[C:8]([C:10]([NH:12][CH2:13][C:14]([CH3:17])([CH3:16])[CH3:15])=[O:11])[CH:7]=[CH:6][C:5]=1[C:18]1[C:23]([CH3:24])=[C:22]([F:25])[CH:21]=[C:20]([C:26]([OH:28])=O)[CH:19]=1)=[O:3].CN(C(O[N:37]1N=[N:44][C:39]2C=[CH:41][CH:42]=[CH:43][C:38]1=2)=[N+](C)C)C.F[P-](F)(F)(F)(F)F.CCN(CC)CC.N1C=CC=C(N)C=1. The catalyst is CN(C=O)C. The product is [CH3:15][C:14]([CH3:16])([CH3:17])[CH2:13][NH:12][C:10]([C:8]1[CH:9]=[C:4]([C:2]([NH2:1])=[O:3])[C:5]([C:18]2[C:23]([CH3:24])=[C:22]([F:25])[CH:21]=[C:20]([C:26]([NH:37][C:38]3[CH:39]=[N:44][CH:41]=[CH:42][CH:43]=3)=[O:28])[CH:19]=2)=[CH:6][CH:7]=1)=[O:11]. The yield is 0.370.